This data is from Full USPTO retrosynthesis dataset with 1.9M reactions from patents (1976-2016). The task is: Predict the reactants needed to synthesize the given product. Given the product [CH:13]([C:24]1[CH:31]=[CH:30][C:27]([C:28]#[N:29])=[C:26]([CH3:32])[CH:25]=1)=[O:12], predict the reactants needed to synthesize it. The reactants are: CCCCCC.C([Li])CCC.[O:12]1CCC[CH2:13]1.CCCCCC.Br[C:24]1[CH:31]=[CH:30][C:27]([C:28]#[N:29])=[C:26]([CH3:32])[CH:25]=1.[Cl-].[NH4+].